From a dataset of Reaction yield outcomes from USPTO patents with 853,638 reactions. Predict the reaction yield, written as a fraction of the theoretical maximum amount of product (1.0 means a 100% yield; for example, 0.34 means a 34% yield). The product is [CH3:15][O:16][C:17]1[CH:22]=[CH:21][C:20]([C:2]2[CH:3]=[C:4]3[C:9](=[CH:10][CH:11]=2)[CH:8]=[C:7]([C:12]([OH:14])=[O:13])[CH:6]=[CH:5]3)=[CH:19][CH:18]=1. The reactants are Br[C:2]1[CH:3]=[C:4]2[C:9](=[CH:10][CH:11]=1)[CH:8]=[C:7]([C:12]([OH:14])=[O:13])[CH:6]=[CH:5]2.[CH3:15][O:16][C:17]1[CH:22]=[CH:21][C:20](B(O)O)=[CH:19][CH:18]=1.C1(P(C2C=CC=CC=2)C2C=CC=CC=2)C=CC=CC=1.C([O-])([O-])=O.[Na+].[Na+]. The catalyst is C([O-])(=O)C.[Pd+2].C([O-])(=O)C.O.C(O)CC. The yield is 0.810.